From a dataset of Forward reaction prediction with 1.9M reactions from USPTO patents (1976-2016). Predict the product of the given reaction. (1) The product is: [C:24]([O:28][C:29]([N:31]1[CH2:36][CH2:35][CH:34]([CH2:37][O:19][C:13]2[CH:12]=[C:11]3[C:16]([C:7]([NH:6][C:5]4[C:4]([F:23])=[CH:3][C:2]([Cl:1])=[CH:21][C:20]=4[F:22])=[N:8][CH:9]=[N:10]3)=[CH:15][C:14]=2[O:17][CH3:18])[CH2:33][CH2:32]1)=[O:30])([CH3:27])([CH3:25])[CH3:26]. Given the reactants [Cl:1][C:2]1[CH:21]=[C:20]([F:22])[C:5]([NH:6][C:7]2[C:16]3[C:11](=[CH:12][C:13]([OH:19])=[C:14]([O:17][CH3:18])[CH:15]=3)[N:10]=[CH:9][N:8]=2)=[C:4]([F:23])[CH:3]=1.[C:24]([O:28][C:29]([N:31]1[CH2:36][CH2:35][CH:34]([CH2:37]O)[CH2:33][CH2:32]1)=[O:30])([CH3:27])([CH3:26])[CH3:25], predict the reaction product. (2) The product is: [Cl:1][C:2]1[CH:3]=[N:4][C:5]2[C:10]([CH:11]=1)=[CH:9][CH:8]=[CH:7][C:6]=2[NH:12][C:13]1[CH:14]=[C:15]([C:19]2([CH3:26])[NH:24][C:23](=[S:36])[CH2:22][O:21][CH2:20]2)[CH:16]=[CH:17][CH:18]=1. Given the reactants [Cl:1][C:2]1[CH:3]=[N:4][C:5]2[C:10]([CH:11]=1)=[CH:9][CH:8]=[CH:7][C:6]=2[NH:12][C:13]1[CH:14]=[C:15]([C:19]2([CH3:26])[NH:24][C:23](=O)[CH2:22][O:21][CH2:20]2)[CH:16]=[CH:17][CH:18]=1.COC1C=CC(P2(SP(C3C=CC(OC)=CC=3)(=S)S2)=[S:36])=CC=1, predict the reaction product. (3) Given the reactants [Br:1][C:2]1[CH:3]=[C:4]2[C:9](=[CH:10][CH:11]=1)[N:8]=[C:7](Cl)[CH:6]=[C:5]2[CH3:13].C(N(CC)CC)C.CN([CH:24]=[O:25])C.[CH3:26][OH:27], predict the reaction product. The product is: [Br:1][C:2]1[CH:3]=[C:4]2[C:9](=[CH:10][CH:11]=1)[N:8]=[C:7]([C:26]([O:25][CH3:24])=[O:27])[CH:6]=[C:5]2[CH3:13].